Predict the product of the given reaction. From a dataset of Forward reaction prediction with 1.9M reactions from USPTO patents (1976-2016). Given the reactants [CH3:1][O:2][C:3](=[O:21])[CH2:4][C:5]1[CH:10]=[CH:9][CH:8]=[C:7]([O:11][C:12]2[CH:17]=[CH:16][C:15]([Br:18])=[CH:14][C:13]=2[CH2:19]Br)[CH:6]=1.[Cl:22][C:23]1[CH:28]=[CH:27][C:26]([C@H:29]2[O:33][C:32](=[O:34])[NH:31][C@H:30]2[CH3:35])=[CH:25][CH:24]=1, predict the reaction product. The product is: [CH3:1][O:2][C:3](=[O:21])[CH2:4][C:5]1[CH:10]=[CH:9][CH:8]=[C:7]([O:11][C:12]2[CH:17]=[CH:16][C:15]([Br:18])=[CH:14][C:13]=2[CH2:19][N:31]2[C@@H:30]([CH3:35])[C@@H:29]([C:26]3[CH:25]=[CH:24][C:23]([Cl:22])=[CH:28][CH:27]=3)[O:33][C:32]2=[O:34])[CH:6]=1.